From a dataset of Catalyst prediction with 721,799 reactions and 888 catalyst types from USPTO. Predict which catalyst facilitates the given reaction. (1) Reactant: CC(C(N)=O)[C:3]1[C:8]([C:9]([OH:11])=O)=[CH:7][C:6]([F:12])=[C:5]([Cl:13])[CH:4]=1.P(OC1C=CC=CC=1)(OC1C=CC=CC=1)OC1C=CC=CC=1.[CH2:39]([NH2:47])[CH2:40][C:41]1[CH:46]=[CH:45][CH:44]=[CH:43][CH:42]=1.[N:48]1C=C[CH:51]=[CH:50][CH:49]=1. Product: [Cl:13][C:5]1[CH:4]=[C:3]2[C:8]([C:9](=[O:11])[N:47]([CH2:39][CH2:40][C:41]3[CH:46]=[CH:45][CH:44]=[CH:43][CH:42]=3)[C:49]([CH2:50][CH3:51])=[N:48]2)=[CH:7][C:6]=1[F:12]. The catalyst class is: 13. (2) Reactant: [CH3:1][C:2]1[N:3]=[CH:4][S:5][C:6]=1[CH2:7][OH:8].[Cl:9][CH2:10][C:11]([C:13]1[CH:18]=[CH:17][CH:16]=[CH:15][CH:14]=1)=[O:12].C(#N)C. Product: [Cl-:9].[C:13]1([C:11](=[O:12])[CH2:10][N+:3]2[C:2]([CH3:1])=[C:6]([CH2:7][OH:8])[S:5][CH:4]=2)[CH:18]=[CH:17][CH:16]=[CH:15][CH:14]=1. The catalyst class is: 310. (3) Reactant: [C:1]1([CH:7]([C:9]2[CH:10]=[N:11][C:12]([N:15]3[CH2:20][CH2:19][N:18]([C:21]4[N:26]=[CH:25][N:24]=[C:23]([NH:27][C:28]5[CH:29]=[N:30][N:31]([CH2:33][C@H:34]6[O:39][CH2:38][CH2:37][N:36](C(OC(C)(C)C)=O)[CH2:35]6)[CH:32]=5)[N:22]=4)[CH2:17][CH2:16]3)=[N:13][CH:14]=2)[CH3:8])[CH:6]=[CH:5][CH:4]=[CH:3][CH:2]=1.FC(F)(F)C(O)=O. Product: [NH:36]1[CH2:37][CH2:38][O:39][C@H:34]([CH2:33][N:31]2[CH:32]=[C:28]([NH:27][C:23]3[N:22]=[C:21]([N:18]4[CH2:17][CH2:16][N:15]([C:12]5[N:11]=[CH:10][C:9]([CH:7]([C:1]6[CH:6]=[CH:5][CH:4]=[CH:3][CH:2]=6)[CH3:8])=[CH:14][N:13]=5)[CH2:20][CH2:19]4)[N:26]=[CH:25][N:24]=3)[CH:29]=[N:30]2)[CH2:35]1. The catalyst class is: 4. (4) Reactant: [CH2:1]([O:19][CH:20]([O:34][CH2:35][CH2:36][CH2:37][CH2:38][CH2:39][CH2:40][CH2:41][CH2:42]/[CH:43]=[CH:44]\[CH2:45]/[CH:46]=[CH:47]\[CH2:48][CH2:49][CH2:50][CH2:51][CH3:52])[C@@H:21]1[CH2:25][C@@H:24]([OH:26])[CH2:23][N:22]1C(OC(C)(C)C)=O)[CH2:2][CH2:3][CH2:4][CH2:5][CH2:6][CH2:7][CH2:8]/[CH:9]=[CH:10]\[CH2:11]/[CH:12]=[CH:13]\[CH2:14][CH2:15][CH2:16][CH2:17][CH3:18].Cl. Product: [CH2:1]([O:19][CH:20]([O:34][CH2:35][CH2:36][CH2:37][CH2:38][CH2:39][CH2:40][CH2:41][CH2:42]/[CH:43]=[CH:44]\[CH2:45]/[CH:46]=[CH:47]\[CH2:48][CH2:49][CH2:50][CH2:51][CH3:52])[C@H:21]1[NH:22][CH2:23][C@H:24]([OH:26])[CH2:25]1)[CH2:2][CH2:3][CH2:4][CH2:5][CH2:6][CH2:7][CH2:8]/[CH:9]=[CH:10]\[CH2:11]/[CH:12]=[CH:13]\[CH2:14][CH2:15][CH2:16][CH2:17][CH3:18]. The catalyst class is: 1.